Task: Predict the reactants needed to synthesize the given product.. Dataset: Full USPTO retrosynthesis dataset with 1.9M reactions from patents (1976-2016) (1) The reactants are: Cl.Cl.[CH2:3]([C:5]1[S:6][C:7]2[CH:13]=[C:12]([CH2:14][CH2:15][CH2:16][NH2:17])[CH:11]=[CH:10][C:8]=2[N:9]=1)[CH3:4].[C:18]([O:22][C:23](=[O:36])[C@H:24](C)[CH2:25][C:26]1([C:32](O)=[O:33])[CH2:31][CH2:30][CH2:29][CH2:28][CH2:27]1)([CH3:21])([CH3:20])[CH3:19]. Given the product [CH2:3]([C:5]1[S:6][C:7]2[CH:13]=[C:12]([CH2:14][CH2:15][CH2:16][NH:17][C:32]([C:26]3([CH2:25][CH2:24][C:23]([O:22][C:18]([CH3:21])([CH3:20])[CH3:19])=[O:36])[CH2:31][CH2:30][CH2:29][CH2:28][CH2:27]3)=[O:33])[CH:11]=[CH:10][C:8]=2[N:9]=1)[CH3:4], predict the reactants needed to synthesize it. (2) The reactants are: Br[CH2:2][CH2:3][CH2:4][CH2:5][CH2:6][CH2:7][CH2:8][CH2:9][CH2:10][CH2:11][CH2:12][CH2:13][CH2:14][CH2:15][CH2:16][C:17]([OH:19])=[O:18].[SH:20][CH2:21][CH2:22][CH2:23][OH:24].N1(C2CCCCCCCCCC2)CCCN=CCCCCC1. Given the product [OH:24][CH2:23][CH2:22][CH2:21][S:20][CH2:2][CH2:3][CH2:4][CH2:5][CH2:6][CH2:7][CH2:8][CH2:9][CH2:10][CH2:11][CH2:12][CH2:13][CH2:14][CH2:15][CH2:16][C:17]([OH:19])=[O:18], predict the reactants needed to synthesize it.